This data is from NCI-60 drug combinations with 297,098 pairs across 59 cell lines. The task is: Regression. Given two drug SMILES strings and cell line genomic features, predict the synergy score measuring deviation from expected non-interaction effect. Drug 2: B(C(CC(C)C)NC(=O)C(CC1=CC=CC=C1)NC(=O)C2=NC=CN=C2)(O)O. Cell line: HCT-15. Synergy scores: CSS=21.8, Synergy_ZIP=-1.35, Synergy_Bliss=-2.83, Synergy_Loewe=-15.3, Synergy_HSA=-6.07. Drug 1: CC1=C2C(C(=O)C3(C(CC4C(C3C(C(C2(C)C)(CC1OC(=O)C(C(C5=CC=CC=C5)NC(=O)OC(C)(C)C)O)O)OC(=O)C6=CC=CC=C6)(CO4)OC(=O)C)O)C)O.